From a dataset of Full USPTO retrosynthesis dataset with 1.9M reactions from patents (1976-2016). Predict the reactants needed to synthesize the given product. (1) The reactants are: [OH:1]O.N1(CCCC2N=[N+:14]([O-:25])[C:15]3[CH:24]=[C:23]4[C:19]([CH2:20][CH2:21][CH2:22]4)=[CH:18][C:16]=3[N:17]=2)CCOCC1.[C:26](O)([C:28](F)(F)F)=[O:27].N. Given the product [N+:14]([C:15]1[CH:24]=[C:23]2[C:19]([CH2:20][CH2:21][CH2:22]2)=[CH:18][C:16]=1[NH:17][C:26](=[O:27])[CH3:28])([O-:25])=[O:1], predict the reactants needed to synthesize it. (2) Given the product [CH2:17]([O:19][C@@H:20]([CH2:26][C:27]1[CH:28]=[CH:29][C:30]([O:15][CH2:14]/[CH:13]=[C:12](/[C:9]2[CH:10]=[CH:11][C:6]([C:2]3[O:1][CH:5]=[CH:4][CH:3]=3)=[CH:7][CH:8]=2)\[CH3:16])=[CH:31][CH:32]=1)[C:21]([O:23][CH2:24][CH3:25])=[O:22])[CH3:18], predict the reactants needed to synthesize it. The reactants are: [O:1]1[CH:5]=[CH:4][CH:3]=[C:2]1[C:6]1[CH:11]=[CH:10][C:9](/[C:12](/[CH3:16])=[CH:13]/[CH2:14][OH:15])=[CH:8][CH:7]=1.[CH2:17]([O:19][C@@H:20]([CH2:26][C:27]1[CH:32]=[CH:31][C:30](O)=[CH:29][CH:28]=1)[C:21]([O:23][CH2:24][CH3:25])=[O:22])[CH3:18]. (3) Given the product [OH:1][C:2]([CH3:20])([CH3:21])[C@H:3]([CH3:19])[CH2:4][CH2:5][C@H:6]([C@@H:8]1[C@:16]2([CH3:17])[C@H:11]([C@@H:12]([OH:18])[CH2:13][CH2:14][CH2:15]2)[CH2:10][CH2:9]1)[CH3:7], predict the reactants needed to synthesize it. The reactants are: [OH:1][C:2]([CH3:21])([CH3:20])[C@H:3]([CH3:19])/[CH:4]=[CH:5]/[C@H:6]([C@@H:8]1[C@:16]2([CH3:17])[C@H:11]([C@@H:12]([OH:18])[CH2:13][CH2:14][CH2:15]2)[CH2:10][CH2:9]1)[CH3:7]. (4) Given the product [F:15][C:8]1[CH:7]=[C:6]2[C:11]([C:2]([NH:26][C:25]3[CH:24]=[CH:23][C:22]([O:21][C:20]4[CH:29]=[CH:30][C:17]([F:16])=[CH:18][CH:19]=4)=[CH:28][CH:27]=3)=[N:3][CH:4]=[N:5]2)=[CH:10][C:9]=1[N+:12]([O-:14])=[O:13], predict the reactants needed to synthesize it. The reactants are: Cl[C:2]1[C:11]2[C:6](=[CH:7][C:8]([F:15])=[C:9]([N+:12]([O-:14])=[O:13])[CH:10]=2)[N:5]=[CH:4][N:3]=1.[F:16][C:17]1[CH:30]=[CH:29][C:20]([O:21][C:22]2[CH:28]=[CH:27][C:25]([NH2:26])=[CH:24][CH:23]=2)=[CH:19][CH:18]=1. (5) Given the product [C:35]([NH:1][C:2]1[CH:27]=[CH:26][CH:25]=[CH:24][C:3]=1[CH2:4][N:5]([S:13]([C:16]1[CH:21]=[CH:20][C:19]([O:22][CH3:23])=[CH:18][CH:17]=1)(=[O:14])=[O:15])[C:6](=[CH2:11])[C:7]([O:9][CH3:10])=[O:8])(=[O:37])[CH3:36], predict the reactants needed to synthesize it. The reactants are: [NH2:1][C:2]1[CH:27]=[CH:26][CH:25]=[CH:24][C:3]=1[CH2:4][N:5]([S:13]([C:16]1[CH:21]=[CH:20][C:19]([O:22][CH3:23])=[CH:18][CH:17]=1)(=[O:15])=[O:14])[CH:6]([CH2:11]O)[C:7]([O:9][CH3:10])=[O:8].C(N(CC)CC)C.[C:35](Cl)(=[O:37])[CH3:36]. (6) The reactants are: [F:1][C:2]1[CH:3]=[C:4]([C:14]2[O:15][C:16]3[CH:21]=[C:20]([O:22][CH2:23][C@@H:24]([NH:26][C:27](=[O:29])[CH3:28])[CH3:25])[N:19]=[CH:18][C:17]=3[N:30]=2)[CH:5]=[CH:6][C:7]=1[O:8][CH2:9][CH2:10][CH:11]([OH:13])[CH3:12].CC(OI1(OC(C)=O)(OC(C)=O)OC(=O)C2C=CC=CC1=2)=O.S([O-])([O-])(=O)=S.[Na+].[Na+].O. Given the product [F:1][C:2]1[CH:3]=[C:4]([C:14]2[O:15][C:16]3[CH:21]=[C:20]([O:22][CH2:23][C@@H:24]([NH:26][C:27](=[O:29])[CH3:28])[CH3:25])[N:19]=[CH:18][C:17]=3[N:30]=2)[CH:5]=[CH:6][C:7]=1[O:8][CH2:9][CH2:10][C:11](=[O:13])[CH3:12], predict the reactants needed to synthesize it.